Dataset: Experimentally validated miRNA-target interactions with 360,000+ pairs, plus equal number of negative samples. Task: Binary Classification. Given a miRNA mature sequence and a target amino acid sequence, predict their likelihood of interaction. (1) The miRNA is hsa-miR-6509-3p with sequence UUCCACUGCCACUACCUAAUUU. The protein sequence of the target gene is MQRRTRGINTGLLLLLSQVFQIGINNIPPVTLATLAVNVWFFLNPWKPLYHSCISVEKCYQQKDWQRLLLSPLHHGDDWHLYFNMVSMLWKGVKLERRLGSRWFAYVIATFSLLTGVVYLLLQFTVAELLNQPDFKRNCAVGFSGVLFALKVLSNHYCPGGFVNILGFPVPNRFACWAELVAIHFCTPGTSFAGHLAGILVGLMYTQGPLKKIMDTCAGIFISHAGPSGQQNHFNNAGPSGYQNHYADGRPVTYDATYRNYDVYTAGLSEEEQLERALRASIWDRGNTRNGPMPYGFRLP.... Result: 0 (no interaction). (2) The miRNA is rno-miR-382-5p with sequence GAAGUUGUUCGUGGUGGAUUCG. The protein sequence of the target gene is MDTPLRRSRRLGGLRPESPESLTSVSRTRRALVEFESNPEETREPGSPPSVQRAGLGSPERPPKTSPGSPRLQQGAGLESPQGQPEPGAASPQRQQDLHLESPQRQPEYSPESPRCQPKPSEEAPKCSQDQGVLASELAQNKEELTPGAPQHQLPPVPGSPEPYPGQQAPGPEPSQPLLELTPRAPGSPRGQHEPSKPPPAGETVTGGFGAKKRKGSSSQAPASKKLNKEELPVIPKGKPKSGRVWKDRSKKRFSQMLQDKPLRTSWQRKMKERQERKLAKDFARHLEEEKERRRQEKKQ.... Result: 0 (no interaction). (3) The miRNA is rno-miR-132-5p with sequence ACCGUGGCUUUCGAUUGUUACU. The protein sequence of the target gene is MARGPGPLGRPRPDTVAMPKRGKRLKFRAHDACSGRVTVADYANSDPAVVRSGRVKKAVANAVQQEVKSLCGLEASQVPAEEALSGAGEPCDIIDSSDEMDAQEESIHERTVSRKKKSKRHKEELDGAGGEEYPMDIWLLLASYIRPEDIVNFSLICKNAWTVTCTAAFWTRLYRRHYTLDASLPLRLRPESMEKLRCLRACVIRSLYHMYEPFAARISKNPAIPESTPSTLKNSKCLLFWCRKIVGNRQEPMWEFNFKFKKQSPRLKSKCTGGLQPPVQYEDVHTNPDQDCCLLQVTTL.... Result: 0 (no interaction). (4) The miRNA is mmu-miR-452-3p with sequence UCAGUCUCAUCUGCAAAGAGGU. The protein sequence of the target gene is MSMILSASVIRVRDGLPLSASTDYEQSTGMQECRKYFKMLSRKLAQLPDRCTLKTGHYNINFISSLGVSYMMLCTENYPNVLAFSFLDELQKEFITTYNMMKTNTAVRPYCFIEFDNFIQRTKQRYNNPRSLSTKINLSDMQTEIKLRPPYQISMCELGSANGVTSAFSVDCKGAGKISSAHQRLEPATLSGIVGFILSLLCGALNLIRGFHAIESLLQSDGDDFNYIIAFFLGTAACLYQCYLLVYYTGWRNVKSFLTFGLICLCNMYLYELRNLWQLFFHVTVGAFVTLQIWLRQAQG.... Result: 0 (no interaction). (5) The protein sequence of the target gene is MGCRDVHAATVLSFLCGIASVAGLFAGTLLPNWRKLRLITFNRNEKNLTVYTGLWVKCARYDGSSDCLMYDTTWYSSVDQLDLRVLQFALPLSMLIAMGALLLCLIGMCNTAFRSSVPNIKLAKCLVNSAGCHLVAGLLFFLAGTVSLSPSIWVIFYNIHLNKKFEPVFSFDYAVYVTIASAGGLFMTSLILFIWYCTCKSLPSPFWQPLYSHPPSMHTYSQPYSARSRLSAIEIDIPVVSHTT. The miRNA is mmu-miR-299a-5p with sequence UGGUUUACCGUCCCACAUACAU. Result: 0 (no interaction). (6) The miRNA is mmu-miR-181a-5p with sequence AACAUUCAACGCUGUCGGUGAGU. The protein sequence of the target gene is MSVSEIFVELQGFLAAEQDIREEIRKVVQSLEQTAREILTLLQGVHQGTGFQDIPKRCLKAREHFSTVKTHLTSLKTKFPAEQYYRFHEHWRFVLQRLVFLAAFVVYLETETLVTREAVTEILGIEPDREKGFHLDVEDYLSGVLILASELSRLSVNSVTAGDYSRPLHISTFINELDSGFRLLNLKNDSLRKRYDGLKYDVKKVEEVVYDLSIRGFNKETAAACGEK. Result: 1 (interaction). (7) The miRNA is hsa-miR-6757-3p with sequence AACACUGGCCUUGCUAUCCCCA. The protein sequence of the target gene is MAEEQGRERDSVPKPSVLFLHPDLGVGGAERLVLDAALALQARGCSVKIWTAHYDPGHCFAESRELPVRCAGDWLPRGLGWGGRGAAVCAYVRMVFLALYVLFLADEEFDVVVCDQVSACIPVFRLARRRKKILFYCHFPDLLLTKRDSFLKRLYRAPIDWIEEYTTGMADCILVNSQFTAAVFKETFKSLSHIDPDVLYPSLNVTSFDSVVPEKLDDLVPKGKKFLLLSINRYERKKNLTLALEALVQLRGRLTSQDWERVHLIVAGGYDERVLENVEHYQELKKMVQQSDLGQYVTFL.... Result: 0 (no interaction). (8) The miRNA is bta-miR-223 with sequence UGUCAGUUUGUCAAAUACCCCA. The protein sequence of the target gene is MVDKKLVVVFGGTGAQGGSVARTLLEDGTFKVRVVTRNPRKKAAKELRLQGAEVVQGDQDDQVIMELALNGAYATFIVTNYWESCSQEQEVKQGKLLADLARRLGLHYVVYSGLENIKKLTAGRLAAAHFDGKGEVEEYFRDIGVPMTSVRLPCYFENLLSHFLPQKAPDGKSYLLSLPTGDVPMDGMSVSDLGPVVLSLLKMPEKYVGQNIGLSTCRHTAEEYAALLTKHTRKVVHDAKMTPEDYEKLGFPGARDLANMFRFYALRPDRDIELTLRLNPKALTLDQWLEQHKGDFNLL. Result: 0 (no interaction).